From a dataset of NCI-60 drug combinations with 297,098 pairs across 59 cell lines. Regression. Given two drug SMILES strings and cell line genomic features, predict the synergy score measuring deviation from expected non-interaction effect. Drug 1: C1=CC=C(C(=C1)C(C2=CC=C(C=C2)Cl)C(Cl)Cl)Cl. Drug 2: C1C(C(OC1N2C=NC(=NC2=O)N)CO)O. Cell line: HCT-15. Synergy scores: CSS=0.0400, Synergy_ZIP=-3.10, Synergy_Bliss=-3.46, Synergy_Loewe=-3.48, Synergy_HSA=-3.27.